From a dataset of Catalyst prediction with 721,799 reactions and 888 catalyst types from USPTO. Predict which catalyst facilitates the given reaction. (1) Reactant: [CH3:1][C:2](=[CH2:22])[CH2:3][N:4]([CH2:17][C:18]([F:21])([F:20])[F:19])[C:5]1[CH:12]=[CH:11][C:8]([C:9]#[N:10])=[C:7]([C:13]([F:16])([F:15])[F:14])[CH:6]=1. Product: [CH2:3]([N:4]([CH2:17][C:18]([F:19])([F:20])[F:21])[C:5]1[CH:12]=[CH:11][C:8]([C:9]#[N:10])=[C:7]([C:13]([F:14])([F:16])[F:15])[CH:6]=1)[CH:2]([CH3:22])[CH3:1]. The catalyst class is: 99. (2) Reactant: Br[C:2]1[CH:11]=[CH:10][C:5]2[NH:6][C:7](=[O:9])[S:8][C:4]=2[CH:3]=1.C[Mg]Br.C([Li])(C)(C)C.[N:20]1[CH:25]=[CH:24][CH:23]=[CH:22][C:21]=1[C:26]1[S:27][CH:28]=[C:29]([CH:31]=[O:32])[N:30]=1. Product: [OH:32][CH:31]([C:29]1[N:30]=[C:26]([C:21]2[CH:22]=[CH:23][CH:24]=[CH:25][N:20]=2)[S:27][CH:28]=1)[C:2]1[CH:11]=[CH:10][C:5]2[NH:6][C:7](=[O:9])[S:8][C:4]=2[CH:3]=1. The catalyst class is: 7. (3) Reactant: [C:1]([O:5][C:6](=[O:31])[N:7]([C@H:9]([C:11](=[O:30])[NH:12][C@H:13]([C:17]([N:19]1[C:23]2=[N:24][CH:25]=[CH:26][CH:27]=[C:22]2[CH2:21][CH:20]1[CH2:28][OH:29])=[O:18])[CH:14]([CH3:16])[CH3:15])[CH3:10])[CH3:8])([CH3:4])([CH3:3])[CH3:2].C(N(CC)CC)C.[S:39](Cl)([C:42]1[CH:48]=[CH:47][C:45]([CH3:46])=[CH:44][CH:43]=1)(=[O:41])=[O:40]. Product: [C:1]([O:5][C:6]([N:7]([CH3:8])[C@@H:9]([CH3:10])[C:11]([NH:12][C@@H:13]([CH:14]([CH3:16])[CH3:15])[C:17]([N:19]1[C:23]2=[N:24][CH:25]=[CH:26][CH:27]=[C:22]2[CH2:21][C@H:20]1[CH2:28][O:29][S:39]([C:42]1[CH:48]=[CH:47][C:45]([CH3:46])=[CH:44][CH:43]=1)(=[O:41])=[O:40])=[O:18])=[O:30])=[O:31])([CH3:2])([CH3:4])[CH3:3].[C:1]([O:5][C:6]([N:7]([CH3:8])[C@@H:9]([CH3:10])[C:11]([NH:12][C@@H:13]([CH:14]([CH3:16])[CH3:15])[C:17]([N:19]1[C:23]2=[N:24][CH:25]=[CH:26][CH:27]=[C:22]2[CH2:21][C@@H:20]1[CH2:28][O:29][S:39]([C:42]1[CH:48]=[CH:47][C:45]([CH3:46])=[CH:44][CH:43]=1)(=[O:41])=[O:40])=[O:18])=[O:30])=[O:31])([CH3:2])([CH3:4])[CH3:3]. The catalyst class is: 2. (4) Reactant: [NH2:1][C:2]1[C:3]([C:12]([NH:14][C@H:15]([C:20]([O:22][CH3:23])=[O:21])[CH2:16][CH2:17][CH2:18][CH3:19])=[O:13])=[CH:4][C:5]2[C:10]([CH:11]=1)=[CH:9][CH:8]=[CH:7][CH:6]=2.[N:24]([C:27]1[C:32]([CH3:33])=[CH:31][C:30]([CH3:34])=[CH:29][C:28]=1[CH3:35])=[C:25]=[O:26]. Product: [CH3:33][C:32]1[CH:31]=[C:30]([CH3:34])[CH:29]=[C:28]([CH3:35])[C:27]=1[NH:24][C:25]([NH:1][C:2]1[C:3]([C:12]([NH:14][C@H:15]([C:20]([O:22][CH3:23])=[O:21])[CH2:16][CH2:17][CH2:18][CH3:19])=[O:13])=[CH:4][C:5]2[C:10]([CH:11]=1)=[CH:9][CH:8]=[CH:7][CH:6]=2)=[O:26]. The catalyst class is: 17. (5) Reactant: [OH:1][CH:2]([CH:13]1[CH2:18][CH2:17][O:16][CH2:15][CH2:14]1)[C:3]([O:5][CH2:6][C:7]1[CH:12]=[CH:11][CH:10]=[CH:9][CH:8]=1)=[O:4]. Product: [O:1]=[C:2]([CH:13]1[CH2:14][CH2:15][O:16][CH2:17][CH2:18]1)[C:3]([O:5][CH2:6][C:7]1[CH:12]=[CH:11][CH:10]=[CH:9][CH:8]=1)=[O:4]. The catalyst class is: 4. (6) Reactant: [N:1]1[N:2]=[C:3]([C:10]2[CH:19]=[CH:18][C:17]3[C:12](=[C:13]([O:21][CH2:22][C:23]([C@@H:26]4[CH2:30][O:29]C(C)(C)[O:27]4)([CH3:25])[CH3:24])[CH:14]=[C:15]([F:20])[CH:16]=3)[N:11]=2)[N:4]2[CH:9]=[CH:8][CH:7]=[CH:6][C:5]=12.[ClH:33]. Product: [ClH:33].[ClH:33].[N:1]1[N:2]=[C:3]([C:10]2[CH:19]=[CH:18][C:17]3[C:12](=[C:13]([O:21][CH2:22][C:23]([CH3:25])([CH3:24])[C@@H:26]([OH:27])[CH2:30][OH:29])[CH:14]=[C:15]([F:20])[CH:16]=3)[N:11]=2)[N:4]2[CH:9]=[CH:8][CH:7]=[CH:6][C:5]=12. The catalyst class is: 5. (7) Reactant: [Cl:1][C:2]1[CH:3]=[C:4]([NH:8][C:9]2[N:10]([C:18]3[CH:23]=[CH:22][C:21]([Cl:24])=[CH:20][CH:19]=3)[N:11]=[C:12]3[C:17]=2[CH:16]=[CH:15][CH:14]=[CH:13]3)[CH:5]=[CH:6][CH:7]=1.[C:25]([Si:29]([O:32][C@H:33]1[CH2:38][CH2:37][C@H:36]([N:39]=[C:40]=[O:41])[CH2:35][CH2:34]1)([CH3:31])[CH3:30])([CH3:28])([CH3:27])[CH3:26].CCN(CC)CC. Product: [C:25]([Si:29]([CH3:31])([CH3:30])[O:32][C@H:33]1[CH2:38][CH2:37][C@H:36]([NH:39][C:40](=[O:41])[N:8]([C:4]2[CH:5]=[CH:6][CH:7]=[C:2]([Cl:1])[CH:3]=2)[C:9]2[N:10]([C:18]3[CH:19]=[CH:20][C:21]([Cl:24])=[CH:22][CH:23]=3)[N:11]=[C:12]3[C:17]=2[CH:16]=[CH:15][CH:14]=[CH:13]3)[CH2:35][CH2:34]1)([CH3:28])([CH3:27])[CH3:26]. The catalyst class is: 26.